Dataset: NCI-60 drug combinations with 297,098 pairs across 59 cell lines. Task: Regression. Given two drug SMILES strings and cell line genomic features, predict the synergy score measuring deviation from expected non-interaction effect. (1) Drug 1: C1=C(C(=O)NC(=O)N1)N(CCCl)CCCl. Drug 2: C#CCC(CC1=CN=C2C(=N1)C(=NC(=N2)N)N)C3=CC=C(C=C3)C(=O)NC(CCC(=O)O)C(=O)O. Cell line: M14. Synergy scores: CSS=27.6, Synergy_ZIP=-5.79, Synergy_Bliss=-4.15, Synergy_Loewe=-8.48, Synergy_HSA=-4.53. (2) Drug 1: CS(=O)(=O)CCNCC1=CC=C(O1)C2=CC3=C(C=C2)N=CN=C3NC4=CC(=C(C=C4)OCC5=CC(=CC=C5)F)Cl. Drug 2: CCC1(CC2CC(C3=C(CCN(C2)C1)C4=CC=CC=C4N3)(C5=C(C=C6C(=C5)C78CCN9C7C(C=CC9)(C(C(C8N6C)(C(=O)OC)O)OC(=O)C)CC)OC)C(=O)OC)O.OS(=O)(=O)O. Cell line: U251. Synergy scores: CSS=0.589, Synergy_ZIP=2.96, Synergy_Bliss=8.54, Synergy_Loewe=-1.28, Synergy_HSA=1.68. (3) Drug 1: CC(C)(C#N)C1=CC(=CC(=C1)CN2C=NC=N2)C(C)(C)C#N. Drug 2: CCC1(C2=C(COC1=O)C(=O)N3CC4=CC5=C(C=CC(=C5CN(C)C)O)N=C4C3=C2)O.Cl. Cell line: MOLT-4. Synergy scores: CSS=70.3, Synergy_ZIP=0.618, Synergy_Bliss=-0.708, Synergy_Loewe=-23.4, Synergy_HSA=1.23. (4) Drug 1: C1=CC(=CC=C1CCC2=CNC3=C2C(=O)NC(=N3)N)C(=O)NC(CCC(=O)O)C(=O)O. Drug 2: CC1=CC2C(CCC3(C2CCC3(C(=O)C)OC(=O)C)C)C4(C1=CC(=O)CC4)C. Cell line: UO-31. Synergy scores: CSS=18.9, Synergy_ZIP=-11.4, Synergy_Bliss=-5.24, Synergy_Loewe=-26.5, Synergy_HSA=-4.47. (5) Drug 1: CNC(=O)C1=CC=CC=C1SC2=CC3=C(C=C2)C(=NN3)C=CC4=CC=CC=N4. Drug 2: CC=C1C(=O)NC(C(=O)OC2CC(=O)NC(C(=O)NC(CSSCCC=C2)C(=O)N1)C(C)C)C(C)C. Cell line: HCC-2998. Synergy scores: CSS=55.1, Synergy_ZIP=-2.97, Synergy_Bliss=-7.69, Synergy_Loewe=-48.0, Synergy_HSA=-6.48. (6) Drug 1: CC12CCC(CC1=CCC3C2CCC4(C3CC=C4C5=CN=CC=C5)C)O. Drug 2: CC1=C(N=C(N=C1N)C(CC(=O)N)NCC(C(=O)N)N)C(=O)NC(C(C2=CN=CN2)OC3C(C(C(C(O3)CO)O)O)OC4C(C(C(C(O4)CO)O)OC(=O)N)O)C(=O)NC(C)C(C(C)C(=O)NC(C(C)O)C(=O)NCCC5=NC(=CS5)C6=NC(=CS6)C(=O)NCCC[S+](C)C)O. Cell line: SW-620. Synergy scores: CSS=-2.33, Synergy_ZIP=-1.03, Synergy_Bliss=-8.32, Synergy_Loewe=-9.37, Synergy_HSA=-9.39.